This data is from Catalyst prediction with 721,799 reactions and 888 catalyst types from USPTO. The task is: Predict which catalyst facilitates the given reaction. (1) Reactant: [NH2:1][C:2]1[N:3]=[CH:4][C:5]2[CH2:11][N:10]([C:12]3[CH:20]=[CH:19][C:15]([C:16]([OH:18])=O)=[CH:14][CH:13]=3)[CH2:9][CH2:8][C:6]=2[N:7]=1.C(N(CC)C(C)C)(C)C.CN(C(ON1N=NC2C=CC=CC1=2)=[N+](C)C)C.F[P-](F)(F)(F)(F)F.[NH2:54][C:55]1[CH:60]=[CH:59][CH:58]=[C:57]([CH3:61])[CH:56]=1. Product: [NH2:1][C:2]1[N:3]=[CH:4][C:5]2[CH2:11][N:10]([C:12]3[CH:20]=[CH:19][C:15]([C:16]([NH:54][C:55]4[CH:56]=[C:57]([CH3:61])[CH:58]=[CH:59][CH:60]=4)=[O:18])=[CH:14][CH:13]=3)[CH2:9][CH2:8][C:6]=2[N:7]=1. The catalyst class is: 3. (2) Reactant: [Br:1][C:2]1[CH:7]=[CH:6][C:5]([OH:8])=[CH:4][CH:3]=1.[F:9][C:10]1[C:15](B(O)O)=[C:14]([O:19][CH3:20])[CH:13]=[CH:12][CH:11]=1. Product: [Br:1][C:2]1[CH:7]=[CH:6][C:5]([O:8][C:15]2[C:14]([O:19][CH3:20])=[CH:13][CH:12]=[CH:11][C:10]=2[F:9])=[CH:4][CH:3]=1. The catalyst class is: 2. (3) Reactant: [OH:1][CH:2]([C:23]1[CH:24]=[N:25][CH:26]=[CH:27][CH:28]=1)[CH:3]([C:13]1[CH:22]=[CH:21][C:20]2[C:15](=[CH:16][CH:17]=[CH:18][CH:19]=2)[CH:14]=1)[CH2:4][NH:5][C:6](=O)OC(C)(C)C.B.C1COCC1.C([O-])(O)=O.[Na+]. Product: [CH3:6][NH:5][CH2:4][CH:3]([C:13]1[CH:22]=[CH:21][C:20]2[C:15](=[CH:16][CH:17]=[CH:18][CH:19]=2)[CH:14]=1)[CH:2]([C:23]1[CH:24]=[N:25][CH:26]=[CH:27][CH:28]=1)[OH:1]. The catalyst class is: 1. (4) Reactant: [F:1][C:2]([F:25])([C:15]1[CH:16]=[C:17]2[C:22](=[CH:23][CH:24]=1)[N:21]=[CH:20][CH:19]=[CH:18]2)[C:3]1[N:7]2[N:8]=[C:9]([C:12](=O)[CH3:13])[CH:10]=[CH:11][C:6]2=[N:5][N:4]=1.[O:26]1[CH2:31][CH2:30][N:29]([CH2:32][C:33]([NH:35][NH2:36])=[O:34])[CH2:28][CH2:27]1. Product: [F:25][C:2]([F:1])([C:15]1[CH:16]=[C:17]2[C:22](=[CH:23][CH:24]=1)[N:21]=[CH:20][CH:19]=[CH:18]2)[C:3]1[N:7]2[N:8]=[C:9](/[C:12](=[N:36]/[NH:35][C:33](=[O:34])[CH2:32][N:29]3[CH2:30][CH2:31][O:26][CH2:27][CH2:28]3)/[CH3:13])[CH:10]=[CH:11][C:6]2=[N:5][N:4]=1. The catalyst class is: 5.